This data is from Forward reaction prediction with 1.9M reactions from USPTO patents (1976-2016). The task is: Predict the product of the given reaction. Given the reactants [CH3:1][S:2](Cl)(=[O:4])=[O:3].[Cl:6][CH2:7][CH2:8][CH2:9][CH2:10][C:11]([C:13]1[CH:23]=[CH:22][C:16]2[CH2:17][CH2:18][NH:19][CH2:20][CH2:21][C:15]=2[CH:14]=1)=[O:12].C(N(CC)CC)C.O, predict the reaction product. The product is: [Cl:6][CH2:7][CH2:8][CH2:9][CH2:10][C:11]([C:13]1[CH:23]=[CH:22][C:16]2[CH2:17][CH2:18][N:19]([S:2]([CH3:1])(=[O:4])=[O:3])[CH2:20][CH2:21][C:15]=2[CH:14]=1)=[O:12].